From a dataset of Full USPTO retrosynthesis dataset with 1.9M reactions from patents (1976-2016). Predict the reactants needed to synthesize the given product. (1) The reactants are: [NH2:1][C:2]1[CH:11]=[CH:10][C:5]([C:6]([O:8][CH3:9])=[O:7])=[CH:4][C:3]=1[CH2:12][N:13]([C:19]([O:21][C:22]([CH3:25])([CH3:24])[CH3:23])=[O:20])[CH2:14][C:15](OC)=[O:16].[H-].[Na+]. Given the product [O:16]=[C:15]1[NH:1][C:2]2[CH:11]=[CH:10][C:5]([C:6]([O:8][CH3:9])=[O:7])=[CH:4][C:3]=2[CH2:12][N:13]([C:19]([O:21][C:22]([CH3:25])([CH3:24])[CH3:23])=[O:20])[CH2:14]1, predict the reactants needed to synthesize it. (2) The reactants are: [F:1][C:2]1[CH:22]=[CH:21][C:20]([F:23])=[CH:19][C:3]=1[CH2:4][N:5]1[C:10](=[O:11])[C:9]([CH3:13])([CH3:12])[NH:8][C:7]2[N:14]=[CH:15][C:16](I)=[CH:17][C:6]1=2.[CH3:24][N:25]1[CH2:30][CH2:29][N:28]([C:31]([C:33]2[CH:38]=[CH:37][C:36](B3OC(C)(C)C(C)(C)O3)=[CH:35][CH:34]=2)=[O:32])[CH2:27][CH2:26]1. Given the product [F:1][C:2]1[CH:22]=[CH:21][C:20]([F:23])=[CH:19][C:3]=1[CH2:4][N:5]1[C:10](=[O:11])[C:9]([CH3:13])([CH3:12])[NH:8][C:7]2[N:14]=[CH:15][C:16]([C:36]3[CH:35]=[CH:34][C:33]([C:31]([N:28]4[CH2:29][CH2:30][N:25]([CH3:24])[CH2:26][CH2:27]4)=[O:32])=[CH:38][CH:37]=3)=[CH:17][C:6]1=2, predict the reactants needed to synthesize it. (3) Given the product [CH3:13][O:12][C:10]([C:9]1[C:8]([O:16][CH2:17][CH3:18])=[C:7]([OH:19])[N:27]=[C:26]([C:25]2[CH:29]=[CH:30][C:22]([Cl:21])=[C:23]([O:32][CH3:33])[C:24]=2[F:31])[N:28]=1)=[O:11], predict the reactants needed to synthesize it. The reactants are: C[O-].[Na+].C(O[C:7](=[O:19])[CH:8]([O:16][CH2:17][CH3:18])[C:9](=O)[C:10]([O:12][CH2:13]C)=[O:11])C.Cl.[Cl:21][C:22]1[CH:30]=[CH:29][C:25]([C:26]([NH2:28])=[NH:27])=[C:24]([F:31])[C:23]=1[O:32][CH3:33].Cl. (4) Given the product [CH2:22]([O:21][C:11]1[C:7]2[NH:8][C:9]3[CH:10]=[C:2]([N:24]4[CH2:29][CH2:28][O:27][CH2:26][CH2:25]4)[CH:3]=[CH:4][C:5]=3[C:6]=2[N:14]=[C:13]([N:15]2[CH2:20][CH2:19][NH:18][CH2:17][CH2:16]2)[N:12]=1)[CH3:23], predict the reactants needed to synthesize it. The reactants are: Br[C:2]1[CH:3]=[CH:4][C:5]2[C:6]3[N:14]=[C:13]([N:15]4[CH2:20][CH2:19][NH:18][CH2:17][CH2:16]4)[N:12]=[C:11]([O:21][CH2:22][CH3:23])[C:7]=3[NH:8][C:9]=2[CH:10]=1.[NH:24]1[CH2:29][CH2:28][O:27][CH2:26][CH2:25]1.CC([O-])(C)C.[K+].P(C(C)(C)C)(C(C)(C)C)C(C)(C)C. (5) Given the product [OH:1][CH2:2][C:3]1[CH:8]=[C:7]([O:9][CH:15]([CH3:17])[CH3:16])[C:6]([O:10][CH3:11])=[CH:5][N:4]=1, predict the reactants needed to synthesize it. The reactants are: [OH:1][CH2:2][C:3]1[CH2:8][C:7](=[O:9])[C:6]([O:10][CH3:11])=[CH:5][N:4]=1.[H-].[Na+].I[CH:15]([CH3:17])[CH3:16]. (6) Given the product [CH:1]1([NH:4][C:5](=[O:6])[NH:7][C:8]2[CH:13]=[CH:12][C:11]([O:14][C:15]3[CH:20]=[CH:19][N:18]=[C:17]4[CH:21]=[C:22]([C:24]5[N:25]=[CH:26][C:27]([CH2:30][N:33]6[CH2:34][CH2:35][C@H:36]([NH:40][C:41](=[O:42])[O:43][C:44]([CH3:47])([CH3:46])[CH3:45])[C:37]6=[O:39])=[CH:28][CH:29]=5)[S:23][C:16]=34)=[C:10]([F:32])[CH:9]=2)[CH2:3][CH2:2]1, predict the reactants needed to synthesize it. The reactants are: [CH:1]1([NH:4][C:5]([NH:7][C:8]2[CH:13]=[CH:12][C:11]([O:14][C:15]3[CH:20]=[CH:19][N:18]=[C:17]4[CH:21]=[C:22]([C:24]5[CH:29]=[CH:28][C:27]([CH:30]=O)=[CH:26][N:25]=5)[S:23][C:16]=34)=[C:10]([F:32])[CH:9]=2)=[O:6])[CH2:3][CH2:2]1.[NH2:33][CH2:34][CH2:35][C@H:36]([NH:40][C:41]([O:43][C:44]([CH3:47])([CH3:46])[CH3:45])=[O:42])[C:37]([OH:39])=O.C(O)(=O)C.[BH-](OC(C)=O)(OC(C)=O)OC(C)=O.[Na+]. (7) The reactants are: [OH:1][C:2]1[CH:3]=[C:4]2[C:9](=[CH:10][CH:11]=1)[CH:8]=[C:7]([NH:12][C:13]([O:15][CH2:16][C:17]1[CH:22]=[CH:21][CH:20]=[CH:19][CH:18]=1)=[O:14])[CH:6]=[CH:5]2.Cl[C:24]1[C:33]2[C:28](=[CH:29][C:30]([O:36][CH3:37])=[C:31]([O:34][CH3:35])[CH:32]=2)[N:27]=[CH:26][N:25]=1. Given the product [CH3:35][O:34][C:31]1[CH:32]=[C:33]2[C:28](=[CH:29][C:30]=1[O:36][CH3:37])[N:27]=[CH:26][N:25]=[C:24]2[O:1][C:2]1[CH:3]=[C:4]2[C:9](=[CH:10][CH:11]=1)[CH:8]=[C:7]([NH:12][C:13](=[O:14])[O:15][CH2:16][C:17]1[CH:18]=[CH:19][CH:20]=[CH:21][CH:22]=1)[CH:6]=[CH:5]2, predict the reactants needed to synthesize it. (8) Given the product [Cl:20][C:18]1[CH:19]=[C:2]([CH:3]=[C:4]([O:5][C:6]2[C:7](=[O:16])[NH:8][CH:9]=[CH:10][C:11]=2[C:12]([F:15])([F:14])[F:13])[CH:17]=1)[C:22]#[N:23], predict the reactants needed to synthesize it. The reactants are: Br[C:2]1[CH:3]=[C:4]([CH:17]=[C:18]([Cl:20])[CH:19]=1)[O:5][C:6]1[C:7](=[O:16])[NH:8][CH:9]=[CH:10][C:11]=1[C:12]([F:15])([F:14])[F:13].[Cu][C:22]#[N:23].CN1CCCC1=O.C(O)(=O)C. (9) Given the product [CH3:24][C:19]1([CH3:25])[C:20]([CH3:23])([CH3:22])[O:21][B:17]([C:2]2[CH:16]=[CH:15][C:5]([CH2:6][NH:7][C:8](=[O:14])[O:9][C:10]([CH3:13])([CH3:12])[CH3:11])=[CH:4][CH:3]=2)[O:18]1, predict the reactants needed to synthesize it. The reactants are: Br[C:2]1[CH:16]=[CH:15][C:5]([CH2:6][NH:7][C:8](=[O:14])[O:9][C:10]([CH3:13])([CH3:12])[CH3:11])=[CH:4][CH:3]=1.[B:17]1([B:17]2[O:21][C:20]([CH3:23])([CH3:22])[C:19]([CH3:25])([CH3:24])[O:18]2)[O:21][C:20]([CH3:23])([CH3:22])[C:19]([CH3:25])([CH3:24])[O:18]1.C([O-])(=O)C.[K+].CS(C)=O.